From a dataset of Reaction yield outcomes from USPTO patents with 853,638 reactions. Predict the reaction yield, written as a fraction of the theoretical maximum amount of product (1.0 means a 100% yield; for example, 0.34 means a 34% yield). (1) The reactants are [F:1][CH:2]([F:5])[CH2:3][OH:4].[H-].[Na+].Cl[C:9]1[N:17]=[C:16]([Cl:18])[CH:15]=[CH:14][C:10]=1[C:11]([NH2:13])=[O:12]. The catalyst is COCCOC.CN(C)C=O.O. The product is [Cl:18][C:16]1[CH:15]=[CH:14][C:10]([C:11]([NH2:13])=[O:12])=[C:9]([O:4][CH2:3][CH:2]([F:5])[F:1])[N:17]=1. The yield is 0.970. (2) The reactants are [C:1]([O:5][C:6]([N:8]1[CH2:13][CH2:12][CH:11]([O:14][C:15]2[CH:20]=[CH:19][C:18]([NH:21][CH2:22]/[CH:23]=[CH:24]/[C:25]3[CH:26]=[C:27]([CH:30]=[CH:31][CH:32]=3)[C:28]#[N:29])=[CH:17][CH:16]=2)[CH2:10][CH2:9]1)=[O:7])([CH3:4])([CH3:3])[CH3:2].[CH:33](=O)[CH3:34].C(O)(=O)C.C([BH3-])#N.[Na+]. The catalyst is ClCCl.CO.O. The product is [C:1]([O:5][C:6]([N:8]1[CH2:13][CH2:12][CH:11]([O:14][C:15]2[CH:20]=[CH:19][C:18]([N:21]([CH2:22]/[CH:23]=[CH:24]/[C:25]3[CH:26]=[C:27]([CH:30]=[CH:31][CH:32]=3)[C:28]#[N:29])[CH2:33][CH3:34])=[CH:17][CH:16]=2)[CH2:10][CH2:9]1)=[O:7])([CH3:4])([CH3:2])[CH3:3]. The yield is 0.620.